From a dataset of Forward reaction prediction with 1.9M reactions from USPTO patents (1976-2016). Predict the product of the given reaction. (1) Given the reactants [CH3:1][C:2](=[CH2:5])[CH2:3][NH2:4].[CH:6](=O)[C:7]1[CH:12]=[CH:11][C:10]([O:13][CH3:14])=[CH:9][CH:8]=1.[BH4-].[Na+], predict the reaction product. The product is: [CH3:14][O:13][C:10]1[CH:11]=[CH:12][C:7]([CH2:6][NH:4][CH2:3][C:2]([CH3:5])=[CH2:1])=[CH:8][CH:9]=1. (2) Given the reactants [CH3:1][O:2][C@@H:3]([C@@H:33]([N:38]([CH3:46])[C:39](=[O:45])[C@H:40]([CH:42]([CH3:44])[CH3:43])[NH2:41])[C@@H:34]([CH3:37])[CH2:35][CH3:36])[CH2:4][C:5]([N:7]1[CH2:11][CH2:10][CH2:9][C@H:8]1[C@H:12]([O:31][CH3:32])[C@@H:13]([CH3:30])[C:14](=[O:29])[NH:15][C@H:16]([C:24]1[S:25][CH:26]=[CH:27][N:28]=1)[CH2:17][C:18]1[CH:23]=[CH:22][CH:21]=[CH:20][CH:19]=1)=[O:6].[C:47]([O:51][C:52]([N:54]1[CH2:59][CH2:58][CH2:57][CH2:56][C@@:55]1([CH3:63])[C:60](O)=[O:61])=[O:53])([CH3:50])([CH3:49])[CH3:48].CN(C(ON1N=NC2C=CC=NC1=2)=[N+](C)C)C.F[P-](F)(F)(F)(F)F.C(N(CC)C(C)C)(C)C, predict the reaction product. The product is: [CH3:1][O:2][C@@H:3]([C@@H:33]([N:38]([CH3:46])[C:39](=[O:45])[C@@H:40]([NH:41][C:60]([C@:55]1([CH3:63])[CH2:56][CH2:57][CH2:58][CH2:59][N:54]1[C:52]([O:51][C:47]([CH3:50])([CH3:49])[CH3:48])=[O:53])=[O:61])[CH:42]([CH3:44])[CH3:43])[C@@H:34]([CH3:37])[CH2:35][CH3:36])[CH2:4][C:5]([N:7]1[CH2:11][CH2:10][CH2:9][C@H:8]1[C@H:12]([O:31][CH3:32])[C@@H:13]([CH3:30])[C:14](=[O:29])[NH:15][C@H:16]([C:24]1[S:25][CH:26]=[CH:27][N:28]=1)[CH2:17][C:18]1[CH:19]=[CH:20][CH:21]=[CH:22][CH:23]=1)=[O:6]. (3) Given the reactants Cl[C:2]1[N:7]=[C:6]([C:8]2[CH:9]=[N:10][N:11]3[CH:16]=[CH:15][CH:14]=[CH:13][C:12]=23)[C:5]([Cl:17])=[CH:4][N:3]=1.[CH3:18][O:19][C:20]1[CH:26]=[C:25]([C:27]2[CH2:28][CH2:29][N:30]([CH3:33])[CH2:31][CH:32]=2)[C:24]([N+:34]([O-:36])=[O:35])=[CH:23][C:21]=1[NH2:22].C[Si]([N-][Si](C)(C)C)(C)C.[Li+].CO, predict the reaction product. The product is: [Cl:17][C:5]1[C:6]([C:8]2[CH:9]=[N:10][N:11]3[CH:16]=[CH:15][CH:14]=[CH:13][C:12]=23)=[N:7][C:2]([NH:22][C:21]2[CH:23]=[C:24]([N+:34]([O-:36])=[O:35])[C:25]([C:27]3[CH2:32][CH2:31][N:30]([CH3:33])[CH2:29][CH:28]=3)=[CH:26][C:20]=2[O:19][CH3:18])=[N:3][CH:4]=1. (4) Given the reactants Br[C:2]1[N:3]=[C:4]2[C:10]([C:11]([NH:13][C:14]([CH3:17])([CH3:16])[CH3:15])=[O:12])=[CH:9][N:8]([CH2:18][O:19][CH2:20][CH2:21][Si:22]([CH3:25])([CH3:24])[CH3:23])[C:5]2=[N:6][CH:7]=1.[CH3:26][O:27][C:28]1[CH:36]=[C:35]2[C:31]([CH:32]=[N:33][NH:34]2)=[CH:30][CH:29]=1.CC(C)([O-])C.[Na+], predict the reaction product. The product is: [C:14]([NH:13][C:11]([C:10]1[C:4]2[C:5](=[N:6][CH:7]=[C:2]([N:34]3[C:35]4[C:31](=[CH:30][CH:29]=[C:28]([O:27][CH3:26])[CH:36]=4)[CH:32]=[N:33]3)[N:3]=2)[N:8]([CH2:18][O:19][CH2:20][CH2:21][Si:22]([CH3:25])([CH3:24])[CH3:23])[CH:9]=1)=[O:12])([CH3:17])([CH3:16])[CH3:15]. (5) Given the reactants [Cl:1][C:2]1[CH:10]=[CH:9][C:5]([C:6](O)=[O:7])=[CH:4][C:3]=1[C:11]1[O:15][N:14]=[C:13]([CH2:16][N:17]2[C:25]3[C:20](=[C:21]([C:28]([F:31])([F:30])[F:29])[C:22]([C:26]#[N:27])=[CH:23][CH:24]=3)[CH:19]=[C:18]2[CH2:32][CH2:33][CH3:34])[N:12]=1.CN(C=O)C.C(Cl)(C([Cl:44])=O)=O, predict the reaction product. The product is: [Cl:1][C:2]1[CH:10]=[CH:9][C:5]([C:6]([Cl:44])=[O:7])=[CH:4][C:3]=1[C:11]1[O:15][N:14]=[C:13]([CH2:16][N:17]2[C:25]3[C:20](=[C:21]([C:28]([F:29])([F:30])[F:31])[C:22]([C:26]#[N:27])=[CH:23][CH:24]=3)[CH:19]=[C:18]2[CH2:32][CH2:33][CH3:34])[N:12]=1.